This data is from TCR-epitope binding with 47,182 pairs between 192 epitopes and 23,139 TCRs. The task is: Binary Classification. Given a T-cell receptor sequence (or CDR3 region) and an epitope sequence, predict whether binding occurs between them. (1) The epitope is SSTFNVPMEKLK. The TCR CDR3 sequence is CASSKVRRGRADEQFF. Result: 0 (the TCR does not bind to the epitope). (2) The epitope is SLFNTVATLY. The TCR CDR3 sequence is CSARGLAGYNEQFF. Result: 1 (the TCR binds to the epitope). (3) The epitope is YVLDHLIVV. The TCR CDR3 sequence is CASSQEGPKDEQYF. Result: 0 (the TCR does not bind to the epitope). (4) The epitope is LPRRSGAAGA. The TCR CDR3 sequence is CASSLNLGAGNNEQFF. Result: 0 (the TCR does not bind to the epitope). (5) The epitope is KLSYGIATV. The TCR CDR3 sequence is CASSQEGVGGAWAGELFF. Result: 1 (the TCR binds to the epitope). (6) The epitope is FSKQLQQSM. The TCR CDR3 sequence is CASSLAPLNEQFF. Result: 1 (the TCR binds to the epitope). (7) The epitope is TVYDPLQPELDSFK. The TCR CDR3 sequence is CASSQGTTGTDTQYF. Result: 0 (the TCR does not bind to the epitope). (8) The TCR CDR3 sequence is CASSLGLGYTEAFF. Result: 1 (the TCR binds to the epitope). The epitope is FVRATATIPI. (9) The epitope is PROT_97E67BCC. The TCR CDR3 sequence is CASSELASGISEQFF. Result: 1 (the TCR binds to the epitope). (10) The epitope is GILGFVFTL. The TCR CDR3 sequence is CASSPLQGANTGELFF. Result: 1 (the TCR binds to the epitope).